From a dataset of Catalyst prediction with 721,799 reactions and 888 catalyst types from USPTO. Predict which catalyst facilitates the given reaction. Reactant: Cl[C:2]1[C:3]2[C:4](=[CH:13][N:14](CC3C=CC(OC)=CC=3)[N:15]=2)[N:5]=[C:6]([C:8]2[NH:12][CH:11]=[N:10][CH:9]=2)[N:7]=1.[CH3:25][N:26]1[CH2:31][CH2:30][N:29]([C:32]2[CH:38]=[CH:37][C:35]([NH2:36])=[CH:34][CH:33]=2)[CH2:28][CH2:27]1.Cl. Product: [NH:12]1[C:8]([C:6]2[N:7]=[C:2]([NH:36][C:35]3[CH:34]=[CH:33][C:32]([N:29]4[CH2:28][CH2:27][N:26]([CH3:25])[CH2:31][CH2:30]4)=[CH:38][CH:37]=3)[C:3]3[NH:15][N:14]=[CH:13][C:4]=3[N:5]=2)=[CH:9][N:10]=[CH:11]1. The catalyst class is: 71.